This data is from Full USPTO retrosynthesis dataset with 1.9M reactions from patents (1976-2016). The task is: Predict the reactants needed to synthesize the given product. (1) Given the product [C:1]([C:4]1[C:22](=[O:23])[C@@:8]2([CH3:24])[C:9]3[C:15]([OH:16])=[CH:14][C:13]([O:17][CH3:18])=[C:12]([C:19]([NH:21][CH2:38][C:28]4[C:29]5[C:34](=[CH:33][CH:32]=[C:31]([CH3:37])[CH:30]=5)[CH:35]=[CH:36][C:27]=4[CH3:26])=[O:20])[C:10]=3[O:11][C:7]2=[CH:6][C:5]=1[OH:25])(=[O:3])[CH3:2], predict the reactants needed to synthesize it. The reactants are: [C:1]([C:4]1[C:22](=[O:23])[C@@:8]2([CH3:24])[C:9]3[C:15]([OH:16])=[CH:14][C:13]([O:17][CH3:18])=[C:12]([C:19]([NH2:21])=[O:20])[C:10]=3[O:11][C:7]2=[CH:6][C:5]=1[OH:25])(=[O:3])[CH3:2].[CH3:26][C:27]1[CH:36]=[CH:35][C:34]2[C:29](=[CH:30][C:31]([CH3:37])=[CH:32][CH:33]=2)[C:28]=1[CH:38]=O.C([SiH](CC)CC)C.FC(F)(F)C(O)=O. (2) Given the product [C:1]([NH:20][C:21]([NH2:23])=[S:22])([C:8]1[CH:9]=[CH:10][CH:11]=[CH:12][CH:13]=1)([C:14]1[CH:19]=[CH:18][CH:17]=[CH:16][CH:15]=1)[C:2]1[CH:3]=[CH:4][CH:5]=[CH:6][CH:7]=1, predict the reactants needed to synthesize it. The reactants are: [C:1]([NH:20][C:21]([NH:23]C(=O)C1C=CC=CC=1)=[S:22])([C:14]1[CH:19]=[CH:18][CH:17]=[CH:16][CH:15]=1)([C:8]1[CH:13]=[CH:12][CH:11]=[CH:10][CH:9]=1)[C:2]1[CH:7]=[CH:6][CH:5]=[CH:4][CH:3]=1.[OH-].[Na+]. (3) The reactants are: [NH:1]1[CH:5]=[CH:4][N:3]=[N:2]1.S(O[CH2:17][CH2:18][C:19]1[CH:24]=[CH:23][C:22]([N:25]2[CH2:30][CH2:29][CH:28]([NH:31][C:32]([O:34][CH2:35][C:36]3[CH:41]=[CH:40][CH:39]=[CH:38][CH:37]=3)=[O:33])[CH2:27][CH2:26]2)=[CH:21][CH:20]=1)(C1C=CC(C)=CC=1)(=O)=O. Given the product [N:1]1([CH2:17][CH2:18][C:19]2[CH:20]=[CH:21][C:22]([N:25]3[CH2:26][CH2:27][CH:28]([NH:31][C:32]([O:34][CH2:35][C:36]4[CH:37]=[CH:38][CH:39]=[CH:40][CH:41]=4)=[O:33])[CH2:29][CH2:30]3)=[CH:23][CH:24]=2)[CH:5]=[CH:4][N:3]=[N:2]1, predict the reactants needed to synthesize it. (4) Given the product [ClH:19].[ClH:19].[N:12]1[CH:13]=[CH:14][N:15]=[CH:16][C:11]=1[CH2:10][CH:9]1[CH2:17][S:7][C:6]([NH2:5])=[N:8]1, predict the reactants needed to synthesize it. The reactants are: C([NH:5][C:6]([NH:8][CH:9]([CH2:17]O)[CH2:10][C:11]1[CH:16]=[N:15][CH:14]=[CH:13][N:12]=1)=[S:7])(C)(C)C.[ClH:19]. (5) Given the product [Cl:23][C:13]1[CH:12]=[C:11]([C:9]([NH:10][C:5]2[C:6]([C:7]([NH:30][CH:27]([CH3:29])[CH3:28])=[O:31])=[CH:25][C:2]([Cl:1])=[CH:3][C:4]=2[CH3:26])=[O:8])[N:15]([C:16]2[C:21]([Cl:22])=[CH:20][CH:19]=[CH:18][N:17]=2)[N:14]=1, predict the reactants needed to synthesize it. The reactants are: [Cl:1][C:2]1[CH:3]=[C:4]([CH3:26])[C:5]2[N:10]=[C:9]([C:11]3[N:15]([C:16]4[C:21]([Cl:22])=[CH:20][CH:19]=[CH:18][N:17]=4)[N:14]=[C:13]([Cl:23])[CH:12]=3)[O:8][C:7](=O)[C:6]=2[CH:25]=1.[CH:27]([NH2:30])([CH3:29])[CH3:28].[O:31]1CCCC1. (6) The reactants are: [Cl:1][C:2]1[CH:10]=[C:9]([C:11]2[CH:12]=[N:13][N:14]([CH3:16])[CH:15]=2)[CH:8]=[C:7]2[C:3]=1[CH2:4][CH2:5][NH:6]2.Br[C:18]1[C:22]2[CH2:23][N:24]([C:27](=[O:29])[CH3:28])[CH2:25][CH2:26][C:21]=2[N:20]([CH:30]2[CH2:34][CH2:33][O:32][CH2:31]2)[N:19]=1.C(O[Na])(C)(C)C.COC(C)(C)C.C1(P(C2CCCCC2)C2C=CC=CC=2C2C(OC(C)C)=CC=CC=2OC(C)C)CCCCC1. Given the product [Cl:1][C:2]1[CH:10]=[C:9]([C:11]2[CH:12]=[N:13][N:14]([CH3:16])[CH:15]=2)[CH:8]=[C:7]2[C:3]=1[CH2:4][CH2:5][N:6]2[C:18]1[C:22]2[CH2:23][N:24]([C:27](=[O:29])[CH3:28])[CH2:25][CH2:26][C:21]=2[N:20]([CH:30]2[CH2:34][CH2:33][O:32][CH2:31]2)[N:19]=1, predict the reactants needed to synthesize it. (7) Given the product [F:15][C:12]([F:13])([F:14])[C:10]1[CH:9]=[CH:8][C:7]2[S:16][C:21]([C:20]3[CH:23]=[C:24]([OH:26])[CH:25]=[C:18]([OH:17])[CH:19]=3)=[N:5][C:6]=2[CH:11]=1, predict the reactants needed to synthesize it. The reactants are: C(O)(=O)C.[NH2:5][C:6]1[CH:11]=[C:10]([C:12]([F:15])([F:14])[F:13])[CH:9]=[CH:8][C:7]=1[SH:16].[OH:17][C:18]1[CH:19]=[C:20]([CH:23]=[C:24]([OH:26])[CH:25]=1)[CH:21]=O.C([O-])(=O)C.[Na+].